From a dataset of Catalyst prediction with 721,799 reactions and 888 catalyst types from USPTO. Predict which catalyst facilitates the given reaction. (1) Product: [Br:1][C:2]1[CH:3]=[C:4]2[NH:10][C:12](=[O:13])[NH:9][C:5]2=[N:6][C:7]=1[CH3:8]. The catalyst class is: 264. Reactant: [Br:1][C:2]1[CH:3]=[C:4]([NH2:10])[C:5]([NH2:9])=[N:6][C:7]=1[CH3:8].N[C:12](N)=[O:13]. (2) Reactant: [N+:1]([O-:4])([OH:3])=[O:2].O.O.O.O.O.[N+:10]([O-:13])([O-:12])=[O:11].[Bi+3:14].[N+:15]([O-:18])([O-:17])=[O:16].[N+]([O-])([O-])=O. Product: [N+:1]([O-:4])([O-:3])=[O:2].[Bi+3:14].[N+:10]([O-:13])([O-:12])=[O:11].[N+:15]([O-:18])([O-:17])=[O:16]. The catalyst class is: 6.